Task: Binary Classification. Given a T-cell receptor sequence (or CDR3 region) and an epitope sequence, predict whether binding occurs between them.. Dataset: TCR-epitope binding with 47,182 pairs between 192 epitopes and 23,139 TCRs (1) The epitope is FLPRVFSAV. The TCR CDR3 sequence is CASSLRTGLYEQYF. Result: 1 (the TCR binds to the epitope). (2) The TCR CDR3 sequence is CGSPGQGEDGYTF. Result: 0 (the TCR does not bind to the epitope). The epitope is MPASWVMRI. (3) The epitope is KRWIILGLNK. The TCR CDR3 sequence is CSARTLEGILTTGETQYF. Result: 1 (the TCR binds to the epitope). (4) The epitope is LLQTGIHVRVSQPSL. The TCR CDR3 sequence is CASSTLDEQFF. Result: 1 (the TCR binds to the epitope). (5) The epitope is LLFGYPVYV. The TCR CDR3 sequence is CASSFGQGRTEAFF. Result: 0 (the TCR does not bind to the epitope).